From a dataset of Catalyst prediction with 721,799 reactions and 888 catalyst types from USPTO. Predict which catalyst facilitates the given reaction. (1) Reactant: [NH2:1][C:2]1[CH:7]=[CH:6][C:5]([N:8]2[C:12]([CH2:13][CH2:14][CH3:15])=[C:11]([C:16]([NH:18][CH:19]3[CH2:21][CH2:20]3)=[O:17])[N:10]=[N:9]2)=[CH:4][CH:3]=1.[C:22](Cl)(=[O:25])[CH2:23][CH3:24]. Product: [CH:19]1([NH:18][C:16]([C:11]2[N:10]=[N:9][N:8]([C:5]3[CH:6]=[CH:7][C:2]([NH:1][C:22](=[O:25])[CH2:23][CH3:24])=[CH:3][CH:4]=3)[C:12]=2[CH2:13][CH2:14][CH3:15])=[O:17])[CH2:20][CH2:21]1. The catalyst class is: 4. (2) Reactant: [CH3:1][O:2][C:3]1[CH:8]=[CH:7][CH:6]=[CH:5][C:4]=1[Mg]Br.[CH:11]([N:24]1[CH2:27][C:26](=[O:28])[CH2:25]1)([C:18]1[CH:23]=[CH:22][CH:21]=[CH:20][CH:19]=1)[C:12]1[CH:17]=[CH:16][CH:15]=[CH:14][CH:13]=1. Product: [CH:11]([N:24]1[CH2:27][C:26]([C:4]2[CH:5]=[CH:6][CH:7]=[CH:8][C:3]=2[O:2][CH3:1])([OH:28])[CH2:25]1)([C:18]1[CH:23]=[CH:22][CH:21]=[CH:20][CH:19]=1)[C:12]1[CH:13]=[CH:14][CH:15]=[CH:16][CH:17]=1. The catalyst class is: 7. (3) Reactant: [CH2:1]([C:5]1[O:6][C:7]2[CH:16]=[CH:15][CH:14]=[CH:13][C:8]=2[C:9]=1[CH:10]=[N:11][OH:12])[CH2:2][CH2:3][CH3:4].[C:17](=O)([O-])[O-].[Cs+].[Cs+].Br[C:24]([Br:27])([CH3:26])C. Product: [Br:27][CH2:24][CH2:26][CH2:17][O:12][N:11]=[CH:10][C:9]1[C:8]2[CH:13]=[CH:14][CH:15]=[CH:16][C:7]=2[O:6][C:5]=1[CH2:1][CH2:2][CH2:3][CH3:4]. The catalyst class is: 21. (4) Reactant: [C:1]([O:5][C:6]([N:8]1[CH2:13][CH:12]=[C:11]([C:14]2[CH:19]=[CH:18][C:17]([C:20]3[N:25]([CH2:26][C:27]4[CH:32]=[CH:31][C:30]([O:33][CH3:34])=[CH:29][C:28]=4[O:35][CH3:36])[C:24](=[O:37])[C:23]([C:38]([O:40][CH3:41])=[O:39])=[C:22]([O:42]COC)[C:21]=3[CH2:46][CH3:47])=[CH:16][CH:15]=2)[CH2:10][CH2:9]1)=[O:7])([CH3:4])([CH3:3])[CH3:2]. Product: [C:1]([O:5][C:6]([N:8]1[CH2:13][CH2:12][CH:11]([C:14]2[CH:19]=[CH:18][C:17]([C:20]3[N:25]([CH2:26][C:27]4[CH:32]=[CH:31][C:30]([O:33][CH3:34])=[CH:29][C:28]=4[O:35][CH3:36])[C:24](=[O:37])[C:23]([C:38]([O:40][CH3:41])=[O:39])=[C:22]([OH:42])[C:21]=3[CH2:46][CH3:47])=[CH:16][CH:15]=2)[CH2:10][CH2:9]1)=[O:7])([CH3:4])([CH3:3])[CH3:2]. The catalyst class is: 407. (5) Reactant: [C:1]([O:4][C:5]1[CH:14]=[CH:13][C:12]2[C:7](=[CH:8][CH:9]=[CH:10][CH:11]=2)[C:6]=1[C:15]1[C:24]2[C:19](=[CH:20][CH:21]=[CH:22][CH:23]=2)[CH:18]=[CH:17][C:16]=1OC=C)(=[O:3])[CH3:2].O. Product: [C:1]([O:4][C:5]1[C:6]([C:15]2[C:24]3[C:19](=[CH:20][CH:21]=[CH:22][CH:23]=3)[CH:18]=[CH:17][CH:16]=2)=[C:7]2[C:12](=[CH:13][CH:14]=1)[CH:11]=[CH:10][CH:9]=[CH:8]2)(=[O:3])[CH3:2]. The catalyst class is: 92. (6) Reactant: [OH:1][CH2:2][C:3]1[CH:8]=[CH:7][CH:6]=[CH:5][C:4]=1[OH:9].Br[CH2:11][CH2:12][CH2:13][CH3:14].[OH-].[Na+]. Product: [CH2:11]([O:9][C:4]1[CH:5]=[CH:6][CH:7]=[CH:8][C:3]=1[CH2:2][OH:1])[CH2:12][CH2:13][CH3:14]. The catalyst class is: 40. (7) Reactant: B(Br)(Br)Br.C[O:6][C:7]1[CH:8]=[C:9]([CH:15]=[CH:16][C:17]2[O:21][N:20]=[C:19]([CH2:22][CH2:23][CH2:24][CH2:25][CH3:26])[N:18]=2)[CH:10]=[CH:11][C:12]=1[O:13]C. Product: [CH2:22]([C:19]1[N:18]=[C:17]([CH:16]=[CH:15][C:9]2[CH:8]=[C:7]([OH:6])[C:12]([OH:13])=[CH:11][CH:10]=2)[O:21][N:20]=1)[CH2:23][CH2:24][CH2:25][CH3:26]. The catalyst class is: 4. (8) Reactant: Cl[C:2]1[N:7]=[C:6]([NH:8][CH2:9][C@H:10]2[CH2:15][CH2:14][C@H:13]([CH2:16][OH:17])[CH2:12][CH2:11]2)[C:5]([N+:18]([O-:20])=[O:19])=[CH:4][N:3]=1.[C:21]([O:25][C:26](=[O:40])[NH:27][CH2:28][C:29](=[O:39])[NH:30][C:31]1[CH:36]=[CH:35][CH:34]=[C:33]([CH2:37][NH2:38])[CH:32]=1)([CH3:24])([CH3:23])[CH3:22].C(N(CC)C(C)C)(C)C. The catalyst class is: 3. Product: [C:21]([O:25][C:26](=[O:40])[NH:27][CH2:28][C:29](=[O:39])[NH:30][C:31]1[CH:36]=[CH:35][CH:34]=[C:33]([CH2:37][NH:38][C:2]2[N:7]=[C:6]([NH:8][CH2:9][C@H:10]3[CH2:15][CH2:14][C@H:13]([CH2:16][OH:17])[CH2:12][CH2:11]3)[C:5]([N+:18]([O-:20])=[O:19])=[CH:4][N:3]=2)[CH:32]=1)([CH3:24])([CH3:22])[CH3:23].